Dataset: Peptide-MHC class I binding affinity with 185,985 pairs from IEDB/IMGT. Task: Regression. Given a peptide amino acid sequence and an MHC pseudo amino acid sequence, predict their binding affinity value. This is MHC class I binding data. (1) The peptide sequence is KVLRENTSPK. The MHC is HLA-A03:01 with pseudo-sequence HLA-A03:01. The binding affinity (normalized) is 0.689. (2) The peptide sequence is NITRLEVIGL. The MHC is HLA-A02:02 with pseudo-sequence HLA-A02:02. The binding affinity (normalized) is 0.371. (3) The peptide sequence is YNCKCCWFA. The MHC is HLA-A02:03 with pseudo-sequence HLA-A02:03. The binding affinity (normalized) is 0.0415.